From a dataset of Retrosynthesis with 50K atom-mapped reactions and 10 reaction types from USPTO. Predict the reactants needed to synthesize the given product. (1) Given the product C[C@H]1C[C@@H](C(=O)Nc2cc(Br)cnc2N)N(C(=O)OC(C)(C)C)C1, predict the reactants needed to synthesize it. The reactants are: C[C@H]1C[C@@H](C(=O)O)N(C(=O)OC(C)(C)C)C1.Nc1cc(Br)cnc1N. (2) Given the product CCNCCCOc1cccnc1, predict the reactants needed to synthesize it. The reactants are: CCN.ClCCCOc1cccnc1. (3) Given the product N#Cc1ccc(Oc2ccc(O)cc2)cc1, predict the reactants needed to synthesize it. The reactants are: COc1ccc(Oc2ccc(C#N)cc2)cc1. (4) Given the product NC(=O)[C@@H](N)CCCCNC(=O)OCC(Cl)(Cl)Cl, predict the reactants needed to synthesize it. The reactants are: CC(C)(C)OC(=O)N[C@@H](CCCCNC(=O)OCC(Cl)(Cl)Cl)C(N)=O.